This data is from Peptide-MHC class I binding affinity with 185,985 pairs from IEDB/IMGT. The task is: Regression. Given a peptide amino acid sequence and an MHC pseudo amino acid sequence, predict their binding affinity value. This is MHC class I binding data. (1) The peptide sequence is MIDSDEWVY. The MHC is HLA-A26:01 with pseudo-sequence HLA-A26:01. The binding affinity (normalized) is 0.0847. (2) The peptide sequence is QLEVQGYW. The MHC is Mamu-B17 with pseudo-sequence Mamu-B17. The binding affinity (normalized) is 0.427. (3) The peptide sequence is VILLRIVIY. The MHC is Mamu-A20102 with pseudo-sequence Mamu-A20102. The binding affinity (normalized) is 0.0980. (4) The peptide sequence is VHAVYDSML. The MHC is HLA-B51:01 with pseudo-sequence HLA-B51:01. The binding affinity (normalized) is 0.213. (5) The peptide sequence is TLWKAGILYK. The MHC is HLA-A02:01 with pseudo-sequence HLA-A02:01. The binding affinity (normalized) is 0.